From a dataset of Forward reaction prediction with 1.9M reactions from USPTO patents (1976-2016). Predict the product of the given reaction. (1) Given the reactants Br[CH2:2][CH2:3][CH2:4][C:5]([O:7][CH2:8][CH3:9])=[O:6].[O-]CC.[Na+].[CH2:14]([C:20]1[CH:21]=[C:22]2[C:26](=[CH:27][C:28]=1[OH:29])[C:25](=[O:30])[CH2:24][CH2:23]2)[CH2:15][CH2:16][CH2:17][CH2:18][CH3:19].O, predict the reaction product. The product is: [CH2:14]([C:20]1[CH:21]=[C:22]2[C:26]([C:25](=[O:30])[CH2:24][CH2:23]2)=[CH:27][C:28]=1[O:29][CH2:2][CH2:3][CH2:4][C:5]([O:7][CH2:8][CH3:9])=[O:6])[CH2:15][CH2:16][CH2:17][CH2:18][CH3:19]. (2) Given the reactants [Cl:1][CH2:2][C:3](Cl)=[O:4].[NH:6]1[CH2:10][CH2:9][CH2:8][CH2:7]1, predict the reaction product. The product is: [Cl:1][CH2:2][C:3]([N:6]1[CH2:10][CH2:9][CH2:8][CH2:7]1)=[O:4]. (3) Given the reactants [C:1]([OH:10])(=[O:9])[C:2]1[CH:7]=[CH:6][CH:5]=[N+:4]([O-])[CH:3]=1.[C-]#N.[Na+].[CH2:14]([N:16](CC)CC)C.C[Si](Cl)(C)C, predict the reaction product. The product is: [C:14]([C:5]1[CH:6]=[CH:7][C:2]([C:1]([OH:10])=[O:9])=[CH:3][N:4]=1)#[N:16]. (4) Given the reactants [C:1]([O:5][C:6]1[CH:7]=[C:8]2[C:11](=[CH:12][CH:13]=1)[CH:10]([C:14]#[N:15])[CH2:9]2)([CH3:4])([CH3:3])[CH3:2], predict the reaction product. The product is: [C:1]([O:5][C:6]1[CH:7]=[C:8]2[C:11](=[CH:12][CH:13]=1)[CH:10]([CH2:14][NH2:15])[CH2:9]2)([CH3:4])([CH3:3])[CH3:2]. (5) Given the reactants [F:1][C:2]([F:19])([F:18])[CH:3]1[C:12]([C:13]([O:15][CH2:16][CH3:17])=[O:14])=[CH:11][C:10]2[C:5](=[CH:6][CH:7]=[CH:8][CH:9]=2)[O:4]1.[Al+3].[Cl-].[Cl-].[Cl-].[C:24](Cl)(=[O:26])[CH3:25], predict the reaction product. The product is: [C:24]([C:8]1[CH:9]=[C:10]2[C:5](=[CH:6][CH:7]=1)[O:4][CH:3]([C:2]([F:1])([F:18])[F:19])[C:12]([C:13]([O:15][CH2:16][CH3:17])=[O:14])=[CH:11]2)(=[O:26])[CH3:25]. (6) Given the reactants Br[C:2]1[CH:16]=[CH:15][C:5]([CH2:6][O:7][Si:8]([C:11]([CH3:14])([CH3:13])[CH3:12])([CH3:10])[CH3:9])=[CH:4][CH:3]=1.[CH2:17]([C:19]1[N:29]([CH2:30][C:31]2[CH:32]=[C:33]([CH:36]=[CH:37][CH:38]=2)[CH:34]=[O:35])[C:22]2=[N:23][C:24]([CH3:28])=[CH:25][C:26]([CH3:27])=[C:21]2[N:20]=1)[CH3:18].[Cl-].[NH4+], predict the reaction product. The product is: [Si:8]([O:7][CH2:6][C:5]1[CH:15]=[CH:16][C:2]([CH:34]([C:33]2[CH:36]=[CH:37][CH:38]=[C:31]([CH2:30][N:29]3[C:22]4=[N:23][C:24]([CH3:28])=[CH:25][C:26]([CH3:27])=[C:21]4[N:20]=[C:19]3[CH2:17][CH3:18])[CH:32]=2)[OH:35])=[CH:3][CH:4]=1)([C:11]([CH3:14])([CH3:13])[CH3:12])([CH3:10])[CH3:9]. (7) Given the reactants [OH:1][C:2]1[CH:11]=[C:10]([O:12][CH2:13][CH2:14][O:15][CH3:16])[CH:9]=[CH:8][C:3]=1[C:4]([O:6][CH3:7])=[O:5].[C:17]([O:21][C:22]([N:24]1[CH2:29][CH2:28][CH:27](O)[CH2:26][CH2:25]1)=[O:23])([CH3:20])([CH3:19])[CH3:18], predict the reaction product. The product is: [C:17]([O:21][C:22]([N:24]1[CH2:29][CH2:28][CH:27]([O:1][C:2]2[CH:11]=[C:10]([O:12][CH2:13][CH2:14][O:15][CH3:16])[CH:9]=[CH:8][C:3]=2[C:4]([O:6][CH3:7])=[O:5])[CH2:26][CH2:25]1)=[O:23])([CH3:20])([CH3:18])[CH3:19].